Dataset: Reaction yield outcomes from USPTO patents with 853,638 reactions. Task: Predict the reaction yield, written as a fraction of the theoretical maximum amount of product (1.0 means a 100% yield; for example, 0.34 means a 34% yield). (1) The reactants are [CH:1]([C:3]1[CH:17]=[CH:16][C:6]([O:7][C:8]2[N:9]=[CH:10][C:11]([C:14]#[N:15])=[N:12][CH:13]=2)=[CH:5][CH:4]=1)=[O:2].C([O-])([O-])=[O:19].[K+].[K+].OO. The catalyst is CS(C)=O.C(Cl)Cl. The product is [CH:1]([C:3]1[CH:17]=[CH:16][C:6]([O:7][C:8]2[N:9]=[CH:10][C:11]([C:14]([NH2:15])=[O:19])=[N:12][CH:13]=2)=[CH:5][CH:4]=1)=[O:2]. The yield is 0.237. (2) The reactants are [C:1](=[NH:23])([O:3][CH2:4][CH2:5][C:6]1[CH:11]=[CH:10][C:9]([O:12][C:13]2[CH:18]=[CH:17][C:16]([C:19]([F:22])([F:21])[F:20])=[CH:15][CH:14]=2)=[CH:8][CH:7]=1)[NH2:2].[CH:24]([CH:26]([CH2:31][C:32]1[CH:33]=[N:34][N:35]([CH3:37])[CH:36]=1)[C:27](OC)=O)=[O:25].C([O-])([O-])=O.[K+].[K+]. The catalyst is CN1C(=O)CCC1. The product is [CH3:37][N:35]1[CH:36]=[C:32]([CH2:31][C:26]2[C:24](=[O:25])[N:23]=[C:1]([O:3][CH2:4][CH2:5][C:6]3[CH:7]=[CH:8][C:9]([O:12][C:13]4[CH:18]=[CH:17][C:16]([C:19]([F:22])([F:21])[F:20])=[CH:15][CH:14]=4)=[CH:10][CH:11]=3)[NH:2][CH:27]=2)[CH:33]=[N:34]1. The yield is 0.102.